This data is from Catalyst prediction with 721,799 reactions and 888 catalyst types from USPTO. The task is: Predict which catalyst facilitates the given reaction. (1) Product: [F:1][C:2]([F:15])([F:16])[C:3]1[CH:14]=[CH:13][CH:12]=[CH:11][C:4]=1[O:5][C@H:6]1[CH2:9][CH2:8][C@H:7]1[OH:10]. Reactant: [F:1][C:2]([F:16])([F:15])[C:3]1[CH:14]=[CH:13][CH:12]=[CH:11][C:4]=1[O:5][CH:6]1[CH2:9][CH2:8][C:7]1=[O:10].[BH4-].[Na+]. The catalyst class is: 5. (2) Reactant: [NH2:1][O:2][C:3](=[O:28])[CH2:4][CH2:5][CH2:6][CH2:7][CH2:8][CH2:9][C:10]([NH:12][C:13]1[CH:27]=[CH:26][C:16]([CH2:17][NH:18]C(=O)OC(C)(C)C)=[CH:15][CH:14]=1)=[O:11].Cl. Product: [NH2:18][CH2:17][C:16]1[CH:26]=[CH:27][C:13]([NH:12][C:10](=[O:11])[CH2:9][CH2:8][CH2:7][CH2:6][CH2:5][CH2:4][C:3]([O:2][NH2:1])=[O:28])=[CH:14][CH:15]=1. The catalyst class is: 12. (3) Reactant: [NH2:1][C:2]1[CH:7]=[C:6]([OH:8])[CH:5]=[CH:4][N:3]=1.Cl[CH:10]([CH:16]=O)[C:11]([O:13][CH2:14][CH3:15])=[O:12]. Product: [OH:8][C:6]1[CH:5]=[CH:4][N:3]2[C:10]([C:11]([O:13][CH2:14][CH3:15])=[O:12])=[CH:16][N:1]=[C:2]2[CH:7]=1. The catalyst class is: 8. (4) Reactant: [F:1][C:2]1[CH:3]=[CH:4][C:5]([O:19][CH3:20])=[C:6]([C:8]([CH3:18])([CH3:17])[CH2:9][C:10]2([C:13]([F:16])([F:15])[F:14])[CH2:12][O:11]2)[CH:7]=1.[NH2:21][C:22]1[CH:30]=[C:29]([CH3:31])[CH:28]=[C:27]2[C:23]=1[CH:24]=[N:25][N:26]2[C:32]1[CH:33]=[C:34]([CH:45]=[CH:46][CH:47]=1)[C:35]([O:37][CH2:38][C:39]1[CH:44]=[CH:43][CH:42]=[CH:41][CH:40]=1)=[O:36].[O-]S(C(F)(F)F)(=O)=O.[Yb+3].[O-]S(C(F)(F)F)(=O)=O.[O-]S(C(F)(F)F)(=O)=O. Product: [F:1][C:2]1[CH:3]=[CH:4][C:5]([O:19][CH3:20])=[C:6]([C:8]([CH3:18])([CH3:17])[CH2:9][C:10]([OH:11])([C:13]([F:16])([F:15])[F:14])[CH2:12][NH:21][C:22]2[CH:30]=[C:29]([CH3:31])[CH:28]=[C:27]3[C:23]=2[CH:24]=[N:25][N:26]3[C:32]2[CH:33]=[C:34]([CH:45]=[CH:46][CH:47]=2)[C:35]([O:37][CH2:38][C:39]2[CH:40]=[CH:41][CH:42]=[CH:43][CH:44]=2)=[O:36])[CH:7]=1. The catalyst class is: 10. (5) Reactant: [Br:1][C:2]1[NH:6][CH:5]=[C:4]([CH2:7][N:8]([CH3:16])[C:9](=[O:15])[O:10][C:11]([CH3:14])([CH3:13])[CH3:12])[CH:3]=1.[H-].[Na+].C1OCCOCCOCCOCCOC1.[CH3:34][C:35]1[N:40]=[CH:39][C:38]([S:41](Cl)(=[O:43])=[O:42])=[CH:37][CH:36]=1. Product: [Br:1][C:2]1[N:6]([S:41]([C:38]2[CH:39]=[N:40][C:35]([CH3:34])=[CH:36][CH:37]=2)(=[O:43])=[O:42])[CH:5]=[C:4]([CH2:7][N:8]([CH3:16])[C:9](=[O:15])[O:10][C:11]([CH3:12])([CH3:13])[CH3:14])[CH:3]=1. The catalyst class is: 30. (6) Reactant: [F:1][C:2]1[CH:7]=[CH:6][C:5]([C:8]2[NH:12][C:11]([CH2:13][OH:14])=[N:10][C:9]=2[C:15]2[CH:20]=[CH:19][C:18](SC)=[CH:17][CH:16]=2)=[CH:4][CH:3]=1.O[O:24][S:25]([O-:27])=O.[K+].CO.O1CCC[CH2:32]1. Product: [F:1][C:2]1[CH:3]=[CH:4][C:5]([C:8]2[N:12]=[C:11]([CH2:13][OH:14])[NH:10][C:9]=2[C:15]2[CH:20]=[CH:19][C:18]([S:25]([CH3:32])(=[O:27])=[O:24])=[CH:17][CH:16]=2)=[CH:6][CH:7]=1. The catalyst class is: 6. (7) Reactant: COC1C=C(OC)C=CC=1C[N:6]1[CH2:10][CH2:9][N:8]([CH2:11][C:12]2([CH3:23])[O:16][C:15]3=[N:17][C:18]([N+:20]([O-:22])=[O:21])=[CH:19][N:14]3[CH2:13]2)[C:7]1=[O:24].FC(F)(F)C(O)=O.C(=O)([O-])O.[Na+]. Product: [CH3:23][C:12]1([CH2:11][N:8]2[CH2:9][CH2:10][NH:6][C:7]2=[O:24])[O:16][C:15]2=[N:17][C:18]([N+:20]([O-:22])=[O:21])=[CH:19][N:14]2[CH2:13]1. The catalyst class is: 2. (8) Reactant: [CH3:1][O:2][C:3]1[CH:10]=[CH:9][C:6]([CH:7]=O)=[CH:5][C:4]=1[O:11][CH2:12][O:13][CH3:14].O1CCCC1.C(OP([CH2:28][C:29]([O:31][CH2:32][CH3:33])=[O:30])(OCC)=O)C.[H-].[Na+]. Product: [CH3:1][O:2][C:3]1[CH:10]=[CH:9][C:6](/[CH:7]=[CH:28]/[C:29]([O:31][CH2:32][CH3:33])=[O:30])=[CH:5][C:4]=1[O:11][CH2:12][O:13][CH3:14]. The catalyst class is: 9. (9) Reactant: CN(C(ON1N=NC2C=CC=NC1=2)=[N+](C)C)C.F[P-](F)(F)(F)(F)F.[F:25][C:26]([F:41])([F:40])[C:27]1[C:35]2[CH2:34][CH2:33][CH2:32][CH2:31][C:30]=2[N:29]([CH2:36][C:37]([OH:39])=O)[N:28]=1.CCN(C(C)C)C(C)C.[F:51][C:52]1[CH:53]=[C:54]([CH2:59][CH:60]([C:62]2[N:63]=[CH:64][S:65][C:66]=2[C:67]2[CH:72]=[CH:71][CH:70]=[CH:69][C:68]=2[CH3:73])[NH2:61])[CH:55]=[C:56]([F:58])[CH:57]=1. Product: [F:51][C:52]1[CH:53]=[C:54]([CH2:59][CH:60]([NH:61][C:37](=[O:39])[CH2:36][N:29]2[C:30]3[CH2:31][CH2:32][CH2:33][CH2:34][C:35]=3[C:27]([C:26]([F:25])([F:41])[F:40])=[N:28]2)[C:62]2[N:63]=[CH:64][S:65][C:66]=2[C:67]2[CH:72]=[CH:71][CH:70]=[CH:69][C:68]=2[CH3:73])[CH:55]=[C:56]([F:58])[CH:57]=1. The catalyst class is: 3. (10) Reactant: CC1C=CC(S(O[CH2:12][CH:13]2[O:18][C:17]3[CH:19]=[C:20]([O:23][S:24]([C:27]([F:30])([F:29])[F:28])(=[O:26])=[O:25])[CH:21]=[CH:22][C:16]=3[O:15][CH2:14]2)(=O)=O)=CC=1.[NH:31]1[CH2:35][CH2:34][CH2:33][CH2:32]1. Product: [F:28][C:27]([F:30])([F:29])[S:24]([O:23][C:20]1[CH:21]=[CH:22][C:16]2[O:15][CH2:14][CH:13]([CH2:12][N:31]3[CH2:35][CH2:34][CH2:33][CH2:32]3)[O:18][C:17]=2[CH:19]=1)(=[O:25])=[O:26]. The catalyst class is: 10.